Dataset: Full USPTO retrosynthesis dataset with 1.9M reactions from patents (1976-2016). Task: Predict the reactants needed to synthesize the given product. (1) The reactants are: [O:1]=[C:2]1[N:8]([CH:9]2[CH2:14][CH2:13][N:12]([C:15]([O:17][C@@H:18]([C:29](O)=[O:30])[CH2:19][C:20]3[CH:25]=[C:24]([CH3:26])[C:23]([OH:27])=[C:22]([CH3:28])[CH:21]=3)=[O:16])[CH2:11][CH2:10]2)[CH2:7][CH2:6][C:5]2[CH:32]=[CH:33][CH:34]=[CH:35][C:4]=2[NH:3]1.[CH3:36][N:37]1[CH2:42][CH2:41][N:40]([C:43]2([CH3:49])[CH2:48][CH2:47][NH:46][CH2:45][CH2:44]2)[CH2:39][CH2:38]1. Given the product [O:1]=[C:2]1[N:8]([CH:9]2[CH2:14][CH2:13][N:12]([C:15]([O:17][C@H:18]([CH2:19][C:20]3[CH:21]=[C:22]([CH3:28])[C:23]([OH:27])=[C:24]([CH3:26])[CH:25]=3)[C:29]([N:46]3[CH2:45][CH2:44][C:43]([CH3:49])([N:40]4[CH2:39][CH2:38][N:37]([CH3:36])[CH2:42][CH2:41]4)[CH2:48][CH2:47]3)=[O:30])=[O:16])[CH2:11][CH2:10]2)[CH2:7][CH2:6][C:5]2[CH:32]=[CH:33][CH:34]=[CH:35][C:4]=2[NH:3]1, predict the reactants needed to synthesize it. (2) Given the product [C:31]([C:30]1[N:35]=[C:25]([CH:11]2[CH2:12][CH:13]([C:15]3[CH:20]=[CH:19][CH:18]=[C:17]([C:21]([F:22])([F:23])[F:24])[CH:16]=3)[CH2:14][N:9]([C:7]([N:1]3[CH2:6][CH2:5][O:4][CH2:3][CH2:2]3)=[O:8])[CH2:10]2)[O:27][N:29]=1)([CH3:34])([CH3:33])[CH3:32], predict the reactants needed to synthesize it. The reactants are: [N:1]1([C:7]([N:9]2[CH2:14][CH:13]([C:15]3[CH:20]=[CH:19][CH:18]=[C:17]([C:21]([F:24])([F:23])[F:22])[CH:16]=3)[CH2:12][CH:11]([C:25]([OH:27])=O)[CH2:10]2)=[O:8])[CH2:6][CH2:5][O:4][CH2:3][CH2:2]1.O[NH:29][C:30](=[NH:35])[C:31]([CH3:34])([CH3:33])[CH3:32]. (3) Given the product [CH:21]1([NH:24][C:25]([NH:27][C:28]2[CH:33]=[CH:32][C:31]([C:2]3[N:3]=[C:4]([N:14]4[CH2:19][CH2:18][O:17][CH2:16][C@@H:15]4[CH3:20])[C:5]4[CH2:10][S:9](=[O:12])(=[O:11])[CH:8]([CH3:13])[C:6]=4[N:7]=3)=[CH:30][CH:29]=2)=[O:26])[CH2:23][CH2:22]1, predict the reactants needed to synthesize it. The reactants are: Cl[C:2]1[N:3]=[C:4]([N:14]2[CH2:19][CH2:18][O:17][CH2:16][C@@H:15]2[CH3:20])[C:5]2[CH2:10][S:9](=[O:12])(=[O:11])[CH:8]([CH3:13])[C:6]=2[N:7]=1.[CH:21]1([NH:24][C:25]([NH:27][C:28]2[CH:33]=[CH:32][C:31](B3OC(C)(C)C(C)(C)O3)=[CH:30][CH:29]=2)=[O:26])[CH2:23][CH2:22]1.C([O-])([O-])=O.[Na+].[Na+]. (4) Given the product [CH2:9]([NH:11][C:6]([C:2]1[S:1][CH:5]=[CH:4][CH:3]=1)=[O:7])[CH3:10], predict the reactants needed to synthesize it. The reactants are: [S:1]1[CH:5]=[CH:4][CH:3]=[C:2]1[C:6](Cl)=[O:7].[CH2:9]([NH2:11])[CH3:10]. (5) Given the product [C-:1]#[N:2].[C-:1]#[N:2].[C-:1]#[N:2].[C-:1]#[N:2].[C-:1]#[N:2].[C-:1]#[N:2].[C-:1]#[N:2].[C-:1]#[N:2].[C-:1]#[N:2].[C-:1]#[N:2].[C-:1]#[N:2].[C-:1]#[N:2].[Co+3:13].[Co+3:13].[Zn+2:15].[Zn+2:15].[Zn+2:15], predict the reactants needed to synthesize it. The reactants are: [C-:1]#[N:2].[C-]#N.[C-]#N.[C-]#N.[C-]#N.[C-]#N.[Co:13].[Cl-].[Zn+2:15].[Cl-].C(O)(C)(C)C.[Co].